From a dataset of Reaction yield outcomes from USPTO patents with 853,638 reactions. Predict the reaction yield, written as a fraction of the theoretical maximum amount of product (1.0 means a 100% yield; for example, 0.34 means a 34% yield). (1) The reactants are [F:1][C:2]([F:16])([F:15])[C:3]1[C:4]([N:9]2[CH2:14][CH2:13][NH:12][CH2:11][CH2:10]2)=[N:5][CH:6]=[CH:7][CH:8]=1.[C:17]1([S:23](Cl)(=[O:25])=[O:24])[CH:22]=[CH:21][CH:20]=[CH:19][CH:18]=1. The catalyst is C(Cl)Cl.C(=O)(O)[O-].[Na+].O. The product is [C:17]1([S:23]([N:12]2[CH2:11][CH2:10][N:9]([C:4]3[C:3]([C:2]([F:1])([F:15])[F:16])=[CH:8][CH:7]=[CH:6][N:5]=3)[CH2:14][CH2:13]2)(=[O:25])=[O:24])[CH:22]=[CH:21][CH:20]=[CH:19][CH:18]=1. The yield is 0.840. (2) The reactants are [NH2:1][CH:2]1[C:16](=[O:17])[N:15]2[CH2:18][C@H:19]([O:21][C:22]3[CH:27]=[C:26]([C:28]4[CH:33]=[CH:32][CH:31]=[CH:30][N:29]=4)[N:25]=[C:24]4[CH:34]=[CH:35][S:36][C:23]=34)[CH2:20][C@H:14]2[C:13](=[O:37])[NH:12][C@:11]2([C:39]([O:41][CH3:42])=[O:40])[CH2:38][C@H:10]2[CH:9]=[CH:8][CH2:7][CH2:6][CH2:5][CH2:4][CH2:3]1.C(N(CC)CC)C.[C:50](=O)([O:56]C1C=CC([N+]([O-])=O)=CC=1)[O:51][CH:52]1[CH2:55][CH2:54][CH2:53]1.C(=O)(O)[O-].[Na+]. The catalyst is CC(N(C)C)=O.C(OCC)(=O)C. The product is [CH:52]1([O:51][C:50]([NH:1][C@@H:2]2[C:16](=[O:17])[N:15]3[CH2:18][C@H:19]([O:21][C:22]4[CH:27]=[C:26]([C:28]5[CH:33]=[CH:32][CH:31]=[CH:30][N:29]=5)[N:25]=[C:24]5[CH:34]=[CH:35][S:36][C:23]=45)[CH2:20][C@H:14]3[C:13](=[O:37])[NH:12][C@:11]3([C:39]([O:41][CH3:42])=[O:40])[CH2:38][C@H:10]3[CH:9]=[CH:8][CH2:7][CH2:6][CH2:5][CH2:4][CH2:3]2)=[O:56])[CH2:55][CH2:54][CH2:53]1. The yield is 0.710. (3) The reactants are Cl.[NH2:2][C@H:3]1[C@H:7]([C:8]2[CH:13]=[CH:12][C:11]([F:14])=[C:10]([F:15])[CH:9]=2)[CH2:6][N:5]([CH2:16][C:17]#[N:18])[CH2:4]1.[C:19]1([N:25]2[C:29]([NH:30][C:31](=O)[O:32]C3C=CC=CC=3)=[C:28]3[CH2:40][CH2:41][CH2:42][C:27]3=[N:26]2)[CH:24]=[CH:23][CH:22]=[CH:21][CH:20]=1.CCN(C(C)C)C(C)C. The catalyst is CC(N(C)C)=O. The product is [C:17]([CH2:16][N:5]1[CH2:6][C@@H:7]([C:8]2[CH:13]=[CH:12][C:11]([F:14])=[C:10]([F:15])[CH:9]=2)[C@H:3]([NH:2][C:31]([NH:30][C:29]2[N:25]([C:19]3[CH:20]=[CH:21][CH:22]=[CH:23][CH:24]=3)[N:26]=[C:27]3[CH2:42][CH2:41][CH2:40][C:28]=23)=[O:32])[CH2:4]1)#[N:18]. The yield is 0.650. (4) The reactants are Br[C:2]1[CH:3]=[C:4]([N:8]2[C:16]3[CH2:15][CH2:14][N:13]([C:17]([O:19][C:20]([CH3:23])([CH3:22])[CH3:21])=[O:18])[CH2:12][C:11]=3[C:10]([C:24]([O:26][CH2:27][CH3:28])=[O:25])=[N:9]2)[CH:5]=[CH:6][CH:7]=1.[C:29]([C@:31]1([OH:38])[CH2:35][CH2:34][N:33]([CH3:36])[C:32]1=[O:37])#[CH:30]. No catalyst specified. The product is [OH:38][C@@:31]1([C:29]#[C:30][C:2]2[CH:3]=[C:4]([N:8]3[C:16]4[CH2:15][CH2:14][N:13]([C:17]([O:19][C:20]([CH3:21])([CH3:23])[CH3:22])=[O:18])[CH2:12][C:11]=4[C:10]([C:24]([O:26][CH2:27][CH3:28])=[O:25])=[N:9]3)[CH:5]=[CH:6][CH:7]=2)[CH2:35][CH2:34][N:33]([CH3:36])[C:32]1=[O:37]. The yield is 0.910. (5) The reactants are C[O:2][C:3](=[O:22])[C:4]1[CH:9]=[CH:8][C:7]([O:10][CH2:11][C:12]2[CH:21]=[CH:20][C:19]3[C:14](=[CH:15][CH:16]=[CH:17][CH:18]=3)[N:13]=2)=[CH:6][CH:5]=1.[OH-].[Na+].Cl. The catalyst is O1CCCC1.CO.[Cl-].[Na+].O. The product is [N:13]1[C:14]2[C:19](=[CH:18][CH:17]=[CH:16][CH:15]=2)[CH:20]=[CH:21][C:12]=1[CH2:11][O:10][C:7]1[CH:8]=[CH:9][C:4]([C:3]([OH:22])=[O:2])=[CH:5][CH:6]=1. The yield is 0.980. (6) The yield is 0.360. The reactants are [F:1][C:2]1[CH:3]=[CH:4][C:5]([CH3:12])=[C:6]([S:8](Cl)(=[O:10])=[O:9])[CH:7]=1.[NH:13]1[CH2:18][CH2:17][NH:16][CH2:15][CH2:14]1.C(N(CC)CC)C. The product is [F:1][C:2]1[CH:3]=[CH:4][C:5]([CH3:12])=[C:6]([S:8]([N:13]2[CH2:18][CH2:17][NH:16][CH2:15][CH2:14]2)(=[O:10])=[O:9])[CH:7]=1. The catalyst is C(OCC)C. (7) The reactants are [CH3:1][N:2]1[CH:6]=[C:5]([N+:7]([O-])=O)[CH:4]=[C:3]1[C:10]([O:12][CH3:13])=[O:11].Cl.[H][H].[CH3:17][N:18]1[CH:22]=[C:21]([N+:23]([O-:25])=[O:24])[CH:20]=[C:19]1[C:26]([OH:28])=O.C(Cl)CCl.CCN(C(C)C)C(C)C. The catalyst is [Pd].CC(N(C)C)=O.C1COCC1. The product is [CH3:1][N:2]1[CH:6]=[C:5]([NH:7][C:26]([C:19]2[N:18]([CH3:17])[CH:22]=[C:21]([N+:23]([O-:25])=[O:24])[CH:20]=2)=[O:28])[CH:4]=[C:3]1[C:10]([O:12][CH3:13])=[O:11]. The yield is 0.750.